Task: Regression. Given a peptide amino acid sequence and an MHC pseudo amino acid sequence, predict their binding affinity value. This is MHC class I binding data.. Dataset: Peptide-MHC class I binding affinity with 185,985 pairs from IEDB/IMGT (1) The peptide sequence is SLSAVSVHI. The MHC is HLA-A32:01 with pseudo-sequence HLA-A32:01. The binding affinity (normalized) is 0.674. (2) The peptide sequence is GRPNCFQIV. The MHC is HLA-A03:01 with pseudo-sequence HLA-A03:01. The binding affinity (normalized) is 0.0847. (3) The MHC is Mamu-B3901 with pseudo-sequence Mamu-B3901. The binding affinity (normalized) is 0.428. The peptide sequence is KEALAPVPI. (4) The peptide sequence is QQSEARRML. The MHC is HLA-A02:03 with pseudo-sequence HLA-A02:03. The binding affinity (normalized) is 0.379.